Dataset: Forward reaction prediction with 1.9M reactions from USPTO patents (1976-2016). Task: Predict the product of the given reaction. (1) The product is: [CH2:1]([C:3]1[CH2:4][CH:5]2[CH:8]([CH:9]=1)[C:7]([CH:10]([C:18]([O:20][C:21]([CH3:23])([CH3:22])[CH3:24])=[O:19])[C:11]([O:13][C:14]([CH3:17])([CH3:15])[CH3:16])=[O:12])([CH2:39][N+:36]([O-:38])=[O:37])[CH2:6]2)[CH3:2]. Given the reactants [CH2:1]([C:3]1[CH2:4][CH:5]2[CH:8]([CH:9]=1)[C:7](=[C:10]([C:18]([O:20][C:21]([CH3:24])([CH3:23])[CH3:22])=[O:19])[C:11]([O:13][C:14]([CH3:17])([CH3:16])[CH3:15])=[O:12])[CH2:6]2)[CH3:2].C1CCN2C(=NCCC2)CC1.[N+:36]([CH3:39])([O-:38])=[O:37], predict the reaction product. (2) Given the reactants [Br:1][C:2]1[CH:7]=[CH:6][C:5]([S:8]([CH3:11])(=[O:10])=[O:9])=[C:4]([N+:12]([O-])=O)[CH:3]=1.[Cl-].[NH4+].O, predict the reaction product. The product is: [Br:1][C:2]1[CH:7]=[CH:6][C:5]([S:8]([CH3:11])(=[O:10])=[O:9])=[C:4]([NH2:12])[CH:3]=1. (3) Given the reactants CC[C@H]1[C@H]2C[C@H]([C@H](OC3C4C(=CC=CC=4)C(O[C@H](C4C=CN=C5C=4C=C(OC)C=C5)[C@@H]4N5C[C@H](CC)[C@@H](CC5)C4)=NN=3)C3C=CN=C4C=3C=C([O:22]C)C=C4)N(CC2)C1.[CH2:59]([O:61][C:62](=[O:76])[C:63]1[CH:68]=[C:67]([C:69]([F:72])([F:71])[F:70])C(C=C)=[CH:65][C:64]=1[NH2:75])[CH3:60].N([O-])=O.[Na+].C(OCC)(=O)C.[CH3:87][C:88]([OH:91])(C)[CH3:89].O, predict the reaction product. The product is: [CH2:59]([O:61][C:62](=[O:76])[C:63]1[CH:68]=[C:67]([C:69]([F:72])([F:71])[F:70])[C:87]([CH:88]([OH:91])[CH2:89][OH:22])=[CH:65][C:64]=1[NH2:75])[CH3:60].